Dataset: Forward reaction prediction with 1.9M reactions from USPTO patents (1976-2016). Task: Predict the product of the given reaction. (1) The product is: [C:29]1([CH2:39][O:40][NH:41][C:9](=[O:24])[C:10]2[CH:15]=[CH:14][CH:13]=[CH:12][C:11]=2[NH:16][CH2:17][C:18]2[CH:19]=[CH:20][N:21]=[CH:22][CH:23]=2)[C:38]2[C:33](=[CH:34][CH:35]=[CH:36][CH:37]=2)[CH:32]=[CH:31][CH:30]=1. Given the reactants FC1C(O[C:9](=[O:24])[C:10]2[CH:15]=[CH:14][CH:13]=[CH:12][C:11]=2[NH:16][CH2:17][C:18]2[CH:23]=[CH:22][N:21]=[CH:20][CH:19]=2)=C(F)C(F)=C(F)C=1F.[C:29]1([CH2:39][O:40][NH2:41])[C:38]2[C:33](=[CH:34][CH:35]=[CH:36][CH:37]=2)[CH:32]=[CH:31][CH:30]=1, predict the reaction product. (2) The product is: [Br:1][C:2]1[CH:7]=[C:6]([O:8][CH3:9])[C:5]([O:10][CH3:11])=[CH:4][C:3]=1[CH2:12][Cl:14]. Given the reactants [Br:1][C:2]1[CH:7]=[C:6]([O:8][CH3:9])[C:5]([O:10][CH3:11])=[CH:4][C:3]=1[CH2:12]O.[ClH:14], predict the reaction product. (3) Given the reactants Cl.[NH2:2][C:3]([CH3:26])([CH2:6][CH2:7][C:8]1[CH:13]=[CH:12][C:11]([O:14][CH2:15][CH2:16][CH2:17][CH2:18][CH2:19][CH2:20][CH3:21])=[C:10]([C:22]([F:25])([F:24])[F:23])[CH:9]=1)[CH2:4][OH:5].C(N(CC)C(C)C)(C)C.[C:36](O[C:36]([O:38][C:39]([CH3:42])([CH3:41])[CH3:40])=[O:37])([O:38][C:39]([CH3:42])([CH3:41])[CH3:40])=[O:37], predict the reaction product. The product is: [C:39]([O:38][C:36](=[O:37])[NH:2][C:3]([CH2:4][OH:5])([CH3:26])[CH2:6][CH2:7][C:8]1[CH:13]=[CH:12][C:11]([O:14][CH2:15][CH2:16][CH2:17][CH2:18][CH2:19][CH2:20][CH3:21])=[C:10]([C:22]([F:23])([F:24])[F:25])[CH:9]=1)([CH3:42])([CH3:41])[CH3:40]. (4) The product is: [C:3]([C:7]1[CH:39]=[CH:38][C:10]2=[N:11][N:12]([C:14]3[CH:19]=[C:18]([C:20]([CH2:23][C:24]([CH3:27])([CH3:26])[CH3:25])([CH3:21])[CH3:22])[CH:17]=[C:16]([C:28]([C:31]4[CH:32]=[CH:33][CH:34]=[CH:35][CH:36]=4)([CH3:29])[CH3:30])[C:15]=3[OH:37])[N:13]=[C:9]2[CH:8]=1)([OH:5])=[O:4]. Given the reactants [OH-].[K+].[C:3]([C:7]1[CH:39]=[CH:38][C:10]2=[N:11][N:12]([C:14]3[CH:19]=[C:18]([C:20]([CH2:23][C:24]([CH3:27])([CH3:26])[CH3:25])([CH3:22])[CH3:21])[CH:17]=[C:16]([C:28]([C:31]4[CH:36]=[CH:35][CH:34]=[CH:33][CH:32]=4)([CH3:30])[CH3:29])[C:15]=3[OH:37])[N:13]=[C:9]2[CH:8]=1)([O:5]C)=[O:4].Cl.CCOCC, predict the reaction product. (5) Given the reactants [O:1]=[C:2]1[C:10]2([CH2:14][O:13][C:12]3[CH:15]=[C:16]4[C:20](=[CH:21][C:11]2=3)[CH2:19][CH2:18][O:17]4)[C:9]2[C:8]([CH:22]=O)=[CH:7][CH:6]=[CH:5][C:4]=2[N:3]1[CH2:24][C@H:25]1[CH2:29][CH2:28][CH2:27][O:26]1.[CH3:30][NH:31][CH3:32].C(O[BH-](OC(=O)C)OC(=O)C)(=O)C.[Na+], predict the reaction product. The product is: [CH3:30][N:31]([CH2:22][C:8]1[CH:7]=[CH:6][CH:5]=[C:4]2[C:9]=1[C:10]1([CH2:14][O:13][C:12]3[CH:15]=[C:16]4[C:20](=[CH:21][C:11]1=3)[CH2:19][CH2:18][O:17]4)[C:2](=[O:1])[N:3]2[CH2:24][C@H:25]1[CH2:29][CH2:28][CH2:27][O:26]1)[CH3:32]. (6) Given the reactants [CH3:1][O:2][C:3]1[CH:12]=[C:11]2[C:6]([C:7]([C:17]([O:19][CH3:20])=[O:18])=[CH:8][C:9](=[O:16])[N:10]2[CH2:13][CH:14]=O)=[CH:5][CH:4]=1.[O:21]1[C:26]2[CH:27]=[CH:28][C:29]([CH2:31][N:32]3[CH2:37][CH2:36][CH:35]([NH2:38])[CH2:34][CH2:33]3)=[CH:30][C:25]=2[O:24][CH2:23][CH2:22]1.C(O[BH-](OC(=O)C)OC(=O)C)(=O)C.[Na+].C(=O)([O-])O.[Na+], predict the reaction product. The product is: [O:21]1[C:26]2[CH:27]=[CH:28][C:29]([CH2:31][N:32]3[CH2:37][CH2:36][CH:35]([NH:38][CH2:14][CH2:13][N:10]4[C:11]5[C:6](=[CH:5][CH:4]=[C:3]([O:2][CH3:1])[CH:12]=5)[C:7]([C:17]([O:19][CH3:20])=[O:18])=[CH:8][C:9]4=[O:16])[CH2:34][CH2:33]3)=[CH:30][C:25]=2[O:24][CH2:23][CH2:22]1.